Dataset: Aqueous solubility values for 9,982 compounds from the AqSolDB database. Task: Regression/Classification. Given a drug SMILES string, predict its absorption, distribution, metabolism, or excretion properties. Task type varies by dataset: regression for continuous measurements (e.g., permeability, clearance, half-life) or binary classification for categorical outcomes (e.g., BBB penetration, CYP inhibition). For this dataset (solubility_aqsoldb), we predict Y. (1) The molecule is FC(F)(F)c1ccc(Cl)cc1. The Y is -3.73 log mol/L. (2) The molecule is Cc1nnc(-c2ccccc2)c(=O)n1N. The Y is -2.05 log mol/L. (3) The molecule is CC(C)CC(C)OP(=S)([S-])OC(C)C.CC(C)CC(C)OP(=S)([S-])OC(C)C.[Zn+2]. The Y is -2.32 log mol/L. (4) The molecule is O=C(NC(=O)c1c(F)cccc1F)Nc1cc(Cl)c(Oc2ncc(C(F)(F)F)cc2Cl)c(Cl)c1. The Y is -8.65 log mol/L. (5) The Y is -1.82 log mol/L. The compound is Cc1cc(C)c(N)c(S(=O)(=O)O)c1. (6) The molecule is O=P(O)(O)OC1C(O)C(O)C(O)C(O)C1O. The Y is 0.108 log mol/L. (7) The molecule is COc1c(Cl)cccc1NS(=O)(=O)c1ccc(N)cc1. The Y is -4.15 log mol/L.